Dataset: Peptide-MHC class II binding affinity with 134,281 pairs from IEDB. Task: Regression. Given a peptide amino acid sequence and an MHC pseudo amino acid sequence, predict their binding affinity value. This is MHC class II binding data. (1) The peptide sequence is GESQIVDKIDAAFKI. The MHC is DRB4_0101 with pseudo-sequence DRB4_0103. The binding affinity (normalized) is 0.554. (2) The peptide sequence is ALSVLVGLTAATVAI. The MHC is DRB5_0101 with pseudo-sequence DRB5_0101. The binding affinity (normalized) is 0.681. (3) The peptide sequence is AIDRPAEARKVCYNA. The binding affinity (normalized) is 0.329. The MHC is DRB4_0101 with pseudo-sequence DRB4_0103. (4) The peptide sequence is AGELQIIDKIDAAFK. The MHC is HLA-DPA10103-DPB10401 with pseudo-sequence HLA-DPA10103-DPB10401. The binding affinity (normalized) is 0.262. (5) The peptide sequence is GATVAVDCRPFNGGE. The MHC is HLA-DQA10201-DQB10202 with pseudo-sequence HLA-DQA10201-DQB10202. The binding affinity (normalized) is 0.508. (6) The peptide sequence is TKGEGGVWTFDSEEP. The binding affinity (normalized) is 0.0158. The MHC is DRB1_0701 with pseudo-sequence DRB1_0701. (7) The binding affinity (normalized) is 0.176. The peptide sequence is TAKAPGLVPKLDAAY. The MHC is DRB4_0101 with pseudo-sequence DRB4_0103.